Dataset: NCI-60 drug combinations with 297,098 pairs across 59 cell lines. Task: Regression. Given two drug SMILES strings and cell line genomic features, predict the synergy score measuring deviation from expected non-interaction effect. (1) Drug 1: CNC(=O)C1=CC=CC=C1SC2=CC3=C(C=C2)C(=NN3)C=CC4=CC=CC=N4. Drug 2: CC1C(C(CC(O1)OC2CC(CC3=C2C(=C4C(=C3O)C(=O)C5=C(C4=O)C(=CC=C5)OC)O)(C(=O)C)O)N)O.Cl. Cell line: LOX IMVI. Synergy scores: CSS=22.2, Synergy_ZIP=-1.83, Synergy_Bliss=2.36, Synergy_Loewe=-6.41, Synergy_HSA=4.48. (2) Drug 1: CC1=C2C(C(=O)C3(C(CC4C(C3C(C(C2(C)C)(CC1OC(=O)C(C(C5=CC=CC=C5)NC(=O)C6=CC=CC=C6)O)O)OC(=O)C7=CC=CC=C7)(CO4)OC(=O)C)O)C)OC(=O)C. Drug 2: C1=NNC2=C1C(=O)NC=N2. Cell line: SNB-19. Synergy scores: CSS=28.0, Synergy_ZIP=-0.984, Synergy_Bliss=-1.08, Synergy_Loewe=-14.7, Synergy_HSA=-0.107. (3) Drug 1: C1=C(C(=O)NC(=O)N1)F. Drug 2: C1CN(P(=O)(OC1)NCCCl)CCCl. Cell line: M14. Synergy scores: CSS=38.3, Synergy_ZIP=3.12, Synergy_Bliss=3.02, Synergy_Loewe=-6.73, Synergy_HSA=1.69. (4) Drug 1: CCC1(CC2CC(C3=C(CCN(C2)C1)C4=CC=CC=C4N3)(C5=C(C=C6C(=C5)C78CCN9C7C(C=CC9)(C(C(C8N6C)(C(=O)OC)O)OC(=O)C)CC)OC)C(=O)OC)O.OS(=O)(=O)O. Drug 2: COC1=NC(=NC2=C1N=CN2C3C(C(C(O3)CO)O)O)N. Cell line: MDA-MB-435. Synergy scores: CSS=7.31, Synergy_ZIP=-4.68, Synergy_Bliss=-4.78, Synergy_Loewe=-13.3, Synergy_HSA=-4.57. (5) Drug 1: CC1=CC2C(CCC3(C2CCC3(C(=O)C)OC(=O)C)C)C4(C1=CC(=O)CC4)C. Cell line: LOX IMVI. Drug 2: C1CN(CCN1C(=O)CCBr)C(=O)CCBr. Synergy scores: CSS=22.0, Synergy_ZIP=-6.33, Synergy_Bliss=-3.73, Synergy_Loewe=-6.44, Synergy_HSA=0.332. (6) Drug 1: CC1CCC2CC(C(=CC=CC=CC(CC(C(=O)C(C(C(=CC(C(=O)CC(OC(=O)C3CCCCN3C(=O)C(=O)C1(O2)O)C(C)CC4CCC(C(C4)OC)OCCO)C)C)O)OC)C)C)C)OC. Drug 2: CS(=O)(=O)OCCCCOS(=O)(=O)C. Cell line: OVCAR3. Synergy scores: CSS=13.3, Synergy_ZIP=-7.41, Synergy_Bliss=-7.70, Synergy_Loewe=-59.7, Synergy_HSA=-6.72. (7) Drug 1: C1C(C(OC1N2C=C(C(=O)NC2=O)F)CO)O. Drug 2: C1CN1C2=NC(=NC(=N2)N3CC3)N4CC4. Cell line: SK-MEL-2. Synergy scores: CSS=25.4, Synergy_ZIP=7.60, Synergy_Bliss=5.90, Synergy_Loewe=-1.13, Synergy_HSA=-0.200. (8) Drug 1: C1=NC2=C(N1)C(=S)N=C(N2)N. Drug 2: C1CC(=O)NC(=O)C1N2C(=O)C3=CC=CC=C3C2=O. Cell line: A498. Synergy scores: CSS=14.8, Synergy_ZIP=-2.08, Synergy_Bliss=-0.318, Synergy_Loewe=-9.45, Synergy_HSA=-2.73. (9) Drug 1: C1CC(=O)NC(=O)C1N2CC3=C(C2=O)C=CC=C3N. Drug 2: C1C(C(OC1N2C=NC3=C(N=C(N=C32)Cl)N)CO)O. Cell line: 786-0. Synergy scores: CSS=1.86, Synergy_ZIP=-2.44, Synergy_Bliss=-3.38, Synergy_Loewe=-2.17, Synergy_HSA=-2.16. (10) Drug 1: C1CN1P(=S)(N2CC2)N3CC3. Drug 2: CNC(=O)C1=NC=CC(=C1)OC2=CC=C(C=C2)NC(=O)NC3=CC(=C(C=C3)Cl)C(F)(F)F. Cell line: MOLT-4. Synergy scores: CSS=38.8, Synergy_ZIP=-1.63, Synergy_Bliss=-5.30, Synergy_Loewe=-38.5, Synergy_HSA=-8.83.